Dataset: Catalyst prediction with 721,799 reactions and 888 catalyst types from USPTO. Task: Predict which catalyst facilitates the given reaction. Reactant: [OH:1][CH2:2][C:3]([CH3:9])([CH3:8])[C:4]([O:6][CH3:7])=[O:5].[C:10]([Si:14](Cl)([C:21]1[CH:26]=[CH:25][CH:24]=[CH:23][CH:22]=1)[C:15]1[CH:20]=[CH:19][CH:18]=[CH:17][CH:16]=1)([CH3:13])([CH3:12])[CH3:11].N1C=CN=C1. Product: [Si:14]([O:1][CH2:2][C:3]([CH3:9])([CH3:8])[C:4]([O:6][CH3:7])=[O:5])([C:10]([CH3:13])([CH3:12])[CH3:11])([C:21]1[CH:22]=[CH:23][CH:24]=[CH:25][CH:26]=1)[C:15]1[CH:20]=[CH:19][CH:18]=[CH:17][CH:16]=1. The catalyst class is: 9.